Dataset: M1 muscarinic receptor agonist screen with 61,833 compounds. Task: Binary Classification. Given a drug SMILES string, predict its activity (active/inactive) in a high-throughput screening assay against a specified biological target. (1) The molecule is S(=O)(=O)(N1CCOCC1)c1ccc(c2n3CCN=c3sc2)cc1. The result is 0 (inactive). (2) The compound is S1C=2N(C(=O)C(N2)(Nc2sc3c(n2)ccc(S(=O)(=O)C)c3)C(F)(F)F)CC1. The result is 0 (inactive). (3) The result is 0 (inactive). The molecule is O=c1n(c(=O)n(c2c1cn(c2)c1cc(c(cc1)C)C)C)C.